Dataset: Reaction yield outcomes from USPTO patents with 853,638 reactions. Task: Predict the reaction yield, written as a fraction of the theoretical maximum amount of product (1.0 means a 100% yield; for example, 0.34 means a 34% yield). The reactants are [CH2:1]([O:8][C:9]1([C:12]2[CH:17]=[CH:16][C:15]([C:18]#[C:19][C:20]3[CH:25]=[CH:24][C:23](CC(OC)=O)=[CH:22][CH:21]=3)=[CH:14][CH:13]=2)[CH2:11][CH2:10]1)[C:2]1[CH:7]=[CH:6][CH:5]=[CH:4][CH:3]=1.[CH2:31]([O:33][C:34](=[O:42])C1C=CC(I)=CC=1)[CH3:32].[CH2:43](N(CC)CC)C. The catalyst is [Cu]I.Cl[Pd](Cl)([P](C1C=CC=CC=1)(C1C=CC=CC=1)C1C=CC=CC=1)[P](C1C=CC=CC=1)(C1C=CC=CC=1)C1C=CC=CC=1. The product is [CH2:1]([O:8][C:9]1([C:12]2[CH:13]=[CH:14][C:15]([C:18]#[C:19][C:20]3[CH:25]=[CH:24][C:23]([C:34]([O:33][CH2:31][CH3:32])=[O:42])=[CH:22][CH:21]=3)=[CH:16][C:17]=2[CH3:43])[CH2:10][CH2:11]1)[C:2]1[CH:3]=[CH:4][CH:5]=[CH:6][CH:7]=1. The yield is 0.540.